This data is from Forward reaction prediction with 1.9M reactions from USPTO patents (1976-2016). The task is: Predict the product of the given reaction. (1) Given the reactants C(OC(=O)[NH:7][C@@H:8]1[CH2:10][C@H:9]1[C:11]1[CH:15]=[C:14]([C:16](=[O:26])[NH:17][CH:18]2[CH2:23][CH2:22][C:21]([F:25])([F:24])[CH2:20][CH2:19]2)[S:13][C:12]=1[CH3:27])(C)(C)C.[ClH:29].C(OCC)(=O)C, predict the reaction product. The product is: [ClH:29].[NH2:7][C@@H:8]1[CH2:10][C@H:9]1[C:11]1[CH:15]=[C:14]([C:16]([NH:17][CH:18]2[CH2:23][CH2:22][C:21]([F:25])([F:24])[CH2:20][CH2:19]2)=[O:26])[S:13][C:12]=1[CH3:27]. (2) Given the reactants [Br:1][C:2]1[N:7]=[CH:6][C:5]2[CH:8]=[C:9]([C:15]3[CH:16]=[N:17][N:18]([CH2:20][C:21]([F:24])([F:23])[F:22])[CH:19]=3)[N:10](S(C)(=O)=O)[C:4]=2[CH:3]=1.[OH-].[Na+].C(N(CC)CC)C.[C:34](O[C:34]([O:36][C:37]([CH3:40])([CH3:39])[CH3:38])=[O:35])([O:36][C:37]([CH3:40])([CH3:39])[CH3:38])=[O:35], predict the reaction product. The product is: [Br:1][C:2]1[N:7]=[CH:6][C:5]2[CH:8]=[C:9]([C:15]3[CH:16]=[N:17][N:18]([CH2:20][C:21]([F:24])([F:23])[F:22])[CH:19]=3)[N:10]([C:34]([O:36][C:37]([CH3:40])([CH3:39])[CH3:38])=[O:35])[C:4]=2[CH:3]=1. (3) Given the reactants Br[C:2]1[CH:3]=[C:4]2[CH:10]=[CH:9][NH:8][C:5]2=[N:6][CH:7]=1.Cl.[B:12]1([B:12]2[O:16][C:15]([CH3:18])([CH3:17])[C:14]([CH3:20])([CH3:19])[O:13]2)[O:16][C:15]([CH3:18])([CH3:17])[C:14]([CH3:20])([CH3:19])[O:13]1.C([O-])(=O)C.[K+], predict the reaction product. The product is: [CH3:19][C:14]1([CH3:20])[C:15]([CH3:18])([CH3:17])[O:16][B:12]([C:2]2[CH:3]=[C:4]3[CH:10]=[CH:9][NH:8][C:5]3=[N:6][CH:7]=2)[O:13]1. (4) Given the reactants Cl[C:2]1[C:3]2[C:4](=[CH:19][N:20](CC3C=CC(OC)=CC=3)[N:21]=2)[N:5]=[C:6]([C:8]2[CH:9]=[N:10][C:11]([N:14]3[CH2:18][CH2:17][CH2:16][CH2:15]3)=[CH:12][CH:13]=2)[N:7]=1.[NH:31]1[C:39]2[C:34](=[CH:35][CH:36]=[C:37]([NH2:40])[CH:38]=2)[CH:33]=[N:32]1.Cl, predict the reaction product. The product is: [NH:31]1[C:39]2[C:34](=[CH:35][CH:36]=[C:37]([NH:40][C:2]3[C:3]4[NH:21][N:20]=[CH:19][C:4]=4[N:5]=[C:6]([C:8]4[CH:9]=[N:10][C:11]([N:14]5[CH2:18][CH2:17][CH2:16][CH2:15]5)=[CH:12][CH:13]=4)[N:7]=3)[CH:38]=2)[CH:33]=[N:32]1. (5) Given the reactants [CH3:1][O:2][CH:3]1[CH2:7][CH2:6][CH2:5][CH2:4]1.[C:8]([O:16][CH2:17][CH3:18])(=[O:15])[CH2:9][C:10]([O:12][CH2:13][CH3:14])=[O:11].[CH2:19]([C:21]1[CH2:22][C@H:23]2[C@@H:26]([CH:27]=1)[C:25](=O)[CH2:24]2)[CH3:20], predict the reaction product. The product is: [CH3:1][O:2][CH:3]1[CH2:7][CH2:6][CH2:5][CH2:4]1.[CH2:19]([C:21]1[CH2:27][C@H:26]2[C@@H:23]([CH:22]=1)[C:24](=[C:9]([C:10]([O:12][CH2:13][CH3:14])=[O:11])[C:8]([O:16][CH2:17][CH3:18])=[O:15])[CH2:25]2)[CH3:20]. (6) Given the reactants Cl[CH2:2][CH2:3][CH2:4][N:5]1[CH:13]=[N:12][C:11]2[C:6]1=[N:7][CH:8]=[N:9][C:10]=2[NH2:14].[N-:15]=[N+:16]=[N-:17].[Na+], predict the reaction product. The product is: [N:15]([CH2:2][CH2:3][CH2:4][N:5]1[CH:13]=[N:12][C:11]2[C:6]1=[N:7][CH:8]=[N:9][C:10]=2[NH2:14])=[N+:16]=[N-:17].